From a dataset of Reaction yield outcomes from USPTO patents with 853,638 reactions. Predict the reaction yield, written as a fraction of the theoretical maximum amount of product (1.0 means a 100% yield; for example, 0.34 means a 34% yield). (1) The reactants are [H-].[H-].[H-].[H-].[Li+].[Al+3].[OH:7][C@@H:8]1[CH:12]2[C:13](=O)[NH:14][CH2:15][C:16](=O)[N:11]2[CH2:10][CH2:9]1.[OH-].[Na+]. The catalyst is C1COCC1. The product is [CH2:13]1[NH:14][CH2:15][CH2:16][N:11]2[CH2:10][CH2:9][C@H:8]([OH:7])[CH:12]12. The yield is 0.800. (2) The catalyst is O1CCCC1.CO.O. The reactants are [CH3:1][O:2][C:3]1[CH:20]=[CH:19][C:6]([CH2:7][N:8]2[N:12]=[N:11][C:10]([CH2:13][C:14]([O:16]CC)=[O:15])=[N:9]2)=[CH:5][CH:4]=1.[OH-].[Li+]. The yield is 0.988. The product is [CH3:1][O:2][C:3]1[CH:20]=[CH:19][C:6]([CH2:7][N:8]2[N:12]=[N:11][C:10]([CH2:13][C:14]([OH:16])=[O:15])=[N:9]2)=[CH:5][CH:4]=1. (3) The reactants are [CH:1]12[CH2:11][CH2:10][CH:7]([CH:8]=[CH:9]1)[CH:6]1[CH:2]2[C:3](=[O:13])[O:4][C:5]1=[O:12]. The catalyst is C(OCC)(=O)C.[Pd]. The product is [CH:7]12[CH2:8][CH2:9][CH:1]([CH2:11][CH2:10]1)[CH:2]1[CH:6]2[C:5](=[O:12])[O:4][C:3]1=[O:13]. The yield is 0.720. (4) The reactants are [H-].[Na+].[O:3]1[C:7]2([CH2:12][CH2:11][C:10](=O)[CH2:9][CH2:8]2)[O:6][CH2:5][CH2:4]1. The catalyst is C1COCC1. The product is [O:3]1[C:7]2([CH2:12][CH2:11][C:10](=[CH:8][C:7]([O:3][CH2:4][CH3:5])=[O:6])[CH2:9][CH2:8]2)[O:6][CH2:5][CH2:4]1. The yield is 0.960.